From a dataset of Full USPTO retrosynthesis dataset with 1.9M reactions from patents (1976-2016). Predict the reactants needed to synthesize the given product. (1) Given the product [CH3:14][C:11]1([NH:15][C:16](=[O:22])[O:17][C:18]([CH3:21])([CH3:20])[CH3:19])[CH2:10][CH2:9][NH:8][CH2:13][CH2:12]1, predict the reactants needed to synthesize it. The reactants are: C([N:8]1[CH2:13][CH2:12][C:11]([NH:15][C:16](=[O:22])[O:17][C:18]([CH3:21])([CH3:20])[CH3:19])([CH3:14])[CH2:10][CH2:9]1)C1C=CC=CC=1. (2) Given the product [Br:11][C:12]1[CH:13]=[C:14]([N:1]([C:3]2[C:8](=[O:9])[CH2:7][CH2:6][CH2:5][C:4]=2[OH:10])[C:3]2[C:8](=[O:9])[CH2:7][CH2:6][CH2:5][C:4]=2[OH:10])[CH:16]=[CH:17][C:18]=1[F:19], predict the reactants needed to synthesize it. The reactants are: [N+:1](=[C:3]1[C:8](=[O:9])[CH2:7][CH2:6][CH2:5][C:4]1=[O:10])=[N-].[Br:11][C:12]1[CH:13]=[C:14]([CH:16]=[CH:17][C:18]=1[F:19])N. (3) Given the product [Cl:1][C:2]1[CH:3]=[CH:4][C:5]([CH3:25])=[C:6]([N:8]2[CH2:13][CH2:12][N:11]([C:14](=[O:24])/[CH:15]=[CH:16]\[C:17]3[CH:22]=[CH:21][C:20]([F:23])=[CH:19][CH:18]=3)[CH2:10][CH2:9]2)[CH:7]=1, predict the reactants needed to synthesize it. The reactants are: [Cl:1][C:2]1[CH:3]=[CH:4][C:5]([CH3:25])=[C:6]([N:8]2[CH2:13][CH2:12][N:11]([C:14](=[O:24])[C:15]#[C:16][C:17]3[CH:22]=[CH:21][C:20]([F:23])=[CH:19][CH:18]=3)[CH2:10][CH2:9]2)[CH:7]=1.N1C2C(=CC=CC=2)C=CC=1. (4) Given the product [CH2:11]([C:7]1[CH:6]=[CH:5][N:4]=[C:3]([O:2][CH3:1])[C:8]=1[NH2:9])[C:12]1[CH:13]=[CH:14][CH:15]=[CH:16][CH:17]=1, predict the reactants needed to synthesize it. The reactants are: [CH3:1][O:2][C:3]1[N:4]=[CH:5][CH:6]=[C:7]2[C:11]([C:12]3[CH:17]=[CH:16][CH:15]=[CH:14][CH:13]=3)=N[NH:9][C:8]=12.IC1C=CC=CC=1.N1CCC[C@H]1C(O)=O.C(=O)([O-])[O-].[K+].[K+]. (5) The reactants are: O[C@@H:2]1[CH2:7][O:6][C:4](=[O:5])[CH2:3]1.N1C=CN=C1.[CH3:13][C:14]([Si:17](Cl)([CH3:19])[CH3:18])([CH3:16])[CH3:15].CN(C=[O:25])C. Given the product [CH3:13][C:14]([Si:17]([CH3:19])([CH3:18])[O:25][C@H:3]1[CH2:2][CH2:7][O:6][C:4]1=[O:5])([CH3:16])[CH3:15], predict the reactants needed to synthesize it. (6) Given the product [N:8]1[C:9]2[CH2:10][CH2:11][CH2:12][CH2:13][C:14]=2[N:15]=[CH:16][C:7]=1[C:5]([OH:6])=[O:4], predict the reactants needed to synthesize it. The reactants are: [OH-].[Na+].C[O:4][C:5]([C:7]1[CH:16]=[N:15][C:14]2[CH2:13][CH2:12][CH2:11][CH2:10][C:9]=2[N:8]=1)=[O:6].Cl.O. (7) The reactants are: Br[CH2:2][C:3](Br)=[O:4].[CH2:6]([NH:9][CH2:10][CH2:11][CH3:12])[CH2:7][CH3:8].[CH3:13][C:14]1[CH:19]=[CH:18][CH:17]=[CH:16][C:15]=1[S:20]([NH:23][C:24]1[CH:29]=[CH:28][C:27]([CH3:30])=[CH:26][CH:25]=1)(=[O:22])=[O:21]. Given the product [CH2:6]([N:9]([CH2:10][CH2:11][CH3:12])[C:3](=[O:4])[CH2:2][N:23]([S:20]([C:15]1[C:14]([CH3:13])=[CH:19][CH:18]=[CH:17][CH:16]=1)(=[O:21])=[O:22])[C:24]1[CH:29]=[CH:28][C:27]([CH3:30])=[CH:26][CH:25]=1)[CH2:7][CH3:8], predict the reactants needed to synthesize it. (8) Given the product [NH3:3].[CH3:23][OH:27].[CH3:1][C:2]1[CH:7]=[C:6]([C:8]2[CH:9]=[CH:10][C:11]([C:14]([F:15])([F:16])[F:17])=[CH:12][CH:13]=2)[N:5]=[C:4]([C@@H:18]2[CH2:22][CH2:21][C@@:20]3([CH2:26][CH2:25][NH:24][C:23]3=[O:27])[NH:19]2)[N:3]=1, predict the reactants needed to synthesize it. The reactants are: [CH3:1][C:2]1[CH:7]=[C:6]([C:8]2[CH:13]=[CH:12][C:11]([C:14]([F:17])([F:16])[F:15])=[CH:10][CH:9]=2)[N:5]=[C:4]([C@@H:18]2[CH2:22][CH2:21][C@@:20]3([CH2:26][CH2:25][NH:24][C:23]3=[O:27])[N:19]2C(OC(C)(C)C)=O)[N:3]=1.Cl.O1CCOCC1. (9) Given the product [CH3:1][O:2][C:3]1[C:30]([O:31][CH3:32])=[CH:29][C:6]2[N:7]([C:10]3[S:14][C:13]([C:15]4[NH:35][N:34]=[N:33][N:16]=4)=[C:12]([O:17][CH2:18][C:19]4[CH:24]=[CH:23][CH:22]=[CH:21][C:20]=4[C:25]([F:27])([F:26])[F:28])[CH:11]=3)[CH:8]=[N:9][C:5]=2[CH:4]=1, predict the reactants needed to synthesize it. The reactants are: [CH3:1][O:2][C:3]1[C:30]([O:31][CH3:32])=[CH:29][C:6]2[N:7]([C:10]3[S:14][C:13]([C:15]#[N:16])=[C:12]([O:17][CH2:18][C:19]4[CH:24]=[CH:23][CH:22]=[CH:21][C:20]=4[C:25]([F:28])([F:27])[F:26])[CH:11]=3)[CH:8]=[N:9][C:5]=2[CH:4]=1.[N-:33]=[N+:34]=[N-:35].[Na+].[Cl-].[NH4+].C([O-])(O)=O.[Na+]. (10) Given the product [N:13]1([C:1]([O:2][CH2:3][C:4]2[CH:9]=[CH:8][CH:7]=[CH:6][CH:5]=2)=[O:10])[CH2:17][CH2:16][CH:15]([C:18]([O:20][CH3:21])=[O:19])[CH2:14]1, predict the reactants needed to synthesize it. The reactants are: [C:1](Cl)(=[O:10])[O:2][CH2:3][C:4]1[CH:9]=[CH:8][CH:7]=[CH:6][CH:5]=1.Cl.[NH:13]1[CH2:17][CH2:16][CH:15]([C:18]([O:20][CH3:21])=[O:19])[CH2:14]1.C([O-])([O-])=O.[K+].[K+].O.